From a dataset of NCI-60 drug combinations with 297,098 pairs across 59 cell lines. Regression. Given two drug SMILES strings and cell line genomic features, predict the synergy score measuring deviation from expected non-interaction effect. Drug 1: C1CNP(=O)(OC1)N(CCCl)CCCl. Drug 2: C(CN)CNCCSP(=O)(O)O. Cell line: TK-10. Synergy scores: CSS=54.5, Synergy_ZIP=11.8, Synergy_Bliss=12.4, Synergy_Loewe=-8.95, Synergy_HSA=10.4.